Dataset: Forward reaction prediction with 1.9M reactions from USPTO patents (1976-2016). Task: Predict the product of the given reaction. (1) The product is: [NH2:1][C:2]1[N:10]=[CH:9][N:8]=[C:7]2[C:3]=1[N:4]([C:34]1[CH:35]=[CH:36][C:31]([O:24][C:25]3[CH:30]=[CH:29][CH:28]=[CH:27][CH:26]=3)=[CH:32][CH:33]=1)[C:5](=[O:23])[N:6]2[CH:11]1[CH2:15][CH2:14][N:13]([C:16]([O:18][C:19]([CH3:20])([CH3:22])[CH3:21])=[O:17])[CH2:12]1. Given the reactants [NH2:1][C:2]1[N:10]=[CH:9][N:8]=[C:7]2[C:3]=1[NH:4][C:5](=[O:23])[N:6]2[CH:11]1[CH2:15][CH2:14][N:13]([C:16]([O:18][C:19]([CH3:22])([CH3:21])[CH3:20])=[O:17])[CH2:12]1.[O:24]([C:31]1[CH:36]=[CH:35][C:34](B(O)O)=[CH:33][CH:32]=1)[C:25]1[CH:30]=[CH:29][CH:28]=[CH:27][CH:26]=1.N1C=CC=CC=1, predict the reaction product. (2) Given the reactants [Cl:1][C:2]1[CH:10]=[CH:9][CH:8]=[CH:7][C:3]=1[C:4](Cl)=[O:5].[NH2:11][C@H:12]1[CH2:31][N:15]2[C:16](=[O:30])[N:17]([C:19]3[CH:24]=[CH:23][C:22]([O:25][C:26]([F:29])([F:28])[F:27])=[CH:21][CH:20]=3)[CH2:18][C@@H:14]2[CH2:13]1.CCN(C(C)C)C(C)C.O, predict the reaction product. The product is: [Cl:1][C:2]1[CH:10]=[CH:9][CH:8]=[CH:7][C:3]=1[C:4]([NH:11][C@H:12]1[CH2:31][N:15]2[C:16](=[O:30])[N:17]([C:19]3[CH:24]=[CH:23][C:22]([O:25][C:26]([F:29])([F:27])[F:28])=[CH:21][CH:20]=3)[CH2:18][C@@H:14]2[CH2:13]1)=[O:5]. (3) Given the reactants C(OC([N:8]1[CH2:12][C@@H:11]([C:13]2[CH:18]=[CH:17][C:16]([C:19]3[S:20][C:21]4[C:26]([N:27]=3)=[CH:25][CH:24]=[C:23]([C:28]3([C:31]5[CH:36]=[CH:35][CH:34]=[CH:33][CH:32]=5)[CH2:30][CH2:29]3)[N:22]=4)=[C:15]([F:37])[CH:14]=2)[CH2:10][C@H:9]1[C:38]([OH:40])=[O:39])=O)(C)(C)C.[F:41][C:42]([F:47])([F:46])[C:43]([OH:45])=[O:44], predict the reaction product. The product is: [F:41][C:42]([F:47])([F:46])[C:43]([OH:45])=[O:44].[F:37][C:15]1[CH:14]=[C:13]([C@@H:11]2[CH2:12][NH:8][C@H:9]([C:38]([OH:40])=[O:39])[CH2:10]2)[CH:18]=[CH:17][C:16]=1[C:19]1[S:20][C:21]2[C:26]([N:27]=1)=[CH:25][CH:24]=[C:23]([C:28]1([C:31]3[CH:36]=[CH:35][CH:34]=[CH:33][CH:32]=3)[CH2:29][CH2:30]1)[N:22]=2.